Dataset: Forward reaction prediction with 1.9M reactions from USPTO patents (1976-2016). Task: Predict the product of the given reaction. (1) Given the reactants [CH3:1][C:2]1[C:3](B2OC(C)(C)C(C)(C)O2)=[C:4]([CH:9]=[CH:10][CH:11]=1)[C:5]([O:7][CH3:8])=[O:6].N#N.Cl[C:24]1[N:29]=[CH:28][C:27]([F:30])=[CH:26][N:25]=1.C([O-])([O-])=O.[Na+].[Na+], predict the reaction product. The product is: [F:30][C:27]1[CH:26]=[N:25][C:24]([C:3]2[C:2]([CH3:1])=[CH:11][CH:10]=[CH:9][C:4]=2[C:5]([O:7][CH3:8])=[O:6])=[N:29][CH:28]=1. (2) Given the reactants [CH3:1][O:2][C:3](=[O:32])[C:4]1[CH:9]=[CH:8][CH:7]=[C:6]([NH:10][C:11]([NH:13][C:14]2[C:22]3[N:21]=[C:20]([NH:23][C:24](=[O:31])[C:25]4[CH:30]=[CH:29][CH:28]=[CH:27][CH:26]=4)[NH:19][C:18]=3[CH:17]=[CH:16][CH:15]=2)=[S:12])[CH:5]=1.COC1C=CC=CC=1NC1SC2C=CC3NC(NC(=O)C4C=CC=CC=4)=NC=3C=2N=1, predict the reaction product. The product is: [CH3:1][O:2][C:3](=[O:32])[C:4]1[CH:9]=[CH:8][CH:7]=[C:6]([NH:10][C:11]2[S:12][C:15]3[CH:16]=[CH:17][C:18]4[NH:19][C:20]([NH:23][C:24](=[O:31])[C:25]5[CH:30]=[CH:29][CH:28]=[CH:27][CH:26]=5)=[N:21][C:22]=4[C:14]=3[N:13]=2)[CH:5]=1.